Dataset: Full USPTO retrosynthesis dataset with 1.9M reactions from patents (1976-2016). Task: Predict the reactants needed to synthesize the given product. The reactants are: [F:1][C:2]([F:25])([F:24])[C:3]1[CH:11]=[C:10]2[C:6]([CH:7]=[N:8][NH:9]2)=[C:5]([C:12]2[N:16]3[N:17]=[C:18]([C:21](O)=[O:22])[CH:19]=[CH:20][C:15]3=[N:14][CH:13]=2)[CH:4]=1.F[B-](F)(F)F.[N:31]1([O:40][C:41](N(C)C)=[N+](C)C)C2C=CC=CC=2N=N1.[Cl-].[NH4+].CCN(CC)CC.CN(C=[O:61])C. Given the product [C:41]([OH:40])([C:2]([F:25])([F:24])[F:1])=[O:61].[F:25][C:2]([F:24])([F:1])[C:3]1[CH:11]=[C:10]2[C:6]([CH:7]=[N:8][NH:9]2)=[C:5]([C:12]2[N:16]3[N:17]=[C:18]([C:21]([NH2:31])=[O:22])[CH:19]=[CH:20][C:15]3=[N:14][CH:13]=2)[CH:4]=1, predict the reactants needed to synthesize it.